From a dataset of Forward reaction prediction with 1.9M reactions from USPTO patents (1976-2016). Predict the product of the given reaction. (1) The product is: [CH2:1]([O:3][C:4]([C:6]1[CH:7]=[N:8][C:9]2[C:14]([C:15]=1[O:16][CH2:17][CH3:18])=[CH:13][C:12](/[CH:19]=[C:33]1/[C:34](=[O:36])[N:35]=[C:31]([NH:30][C@@H:28]3[CH2:29][C@H:27]3[C:21]3[CH:22]=[CH:23][CH:24]=[CH:25][CH:26]=3)[S:32]/1)=[CH:11][CH:10]=2)=[O:5])[CH3:2]. Given the reactants [CH2:1]([O:3][C:4]([C:6]1[CH:7]=[N:8][C:9]2[C:14]([C:15]=1[O:16][CH2:17][CH3:18])=[CH:13][C:12]([CH:19]=O)=[CH:11][CH:10]=2)=[O:5])[CH3:2].[C:21]1([C@@H:27]2[CH2:29][C@H:28]2[NH:30][C:31]2[S:32][CH2:33][C:34](=[O:36])[N:35]=2)[CH:26]=[CH:25][CH:24]=[CH:23][CH:22]=1, predict the reaction product. (2) Given the reactants [Br:1][C:2]1[CH:7]=[CH:6][C:5]([CH:8]([CH2:12][CH2:13][CH:14]2[CH2:18][CH2:17][CH2:16][N:15]2[CH3:19])[C:9]([OH:11])=[O:10])=[CH:4][CH:3]=1.[CH3:20]O, predict the reaction product. The product is: [CH3:20][O:10][C:9](=[O:11])[CH:8]([C:5]1[CH:4]=[CH:3][C:2]([Br:1])=[CH:7][CH:6]=1)[CH2:12][CH2:13][CH:14]1[CH2:18][CH2:17][CH2:16][N:15]1[CH3:19]. (3) Given the reactants Br.[NH2:2][C:3]1[N:8]=[CH:7][C:6]([OH:9])=[CH:5][CH:4]=1.[CH2:10]([O:12][C:13](=[O:18])[C:14](Br)([CH3:16])[CH3:15])[CH3:11].C(=O)([O-])[O-].[Cs+].[Cs+].O, predict the reaction product. The product is: [CH2:10]([O:12][C:13](=[O:18])[C:14]([O:9][C:6]1[CH:7]=[N:8][C:3]([NH2:2])=[CH:4][CH:5]=1)([CH3:16])[CH3:15])[CH3:11]. (4) The product is: [CH3:12][O:13][C:14]1[CH:15]=[C:16]([N:17]=[CH:7][C:6]2[CH:9]=[CH:10][C:3]([N:2]([CH3:11])[CH3:1])=[N:4][CH:5]=2)[CH:18]=[CH:19][CH:20]=1. Given the reactants [CH3:1][N:2]([CH3:11])[C:3]1[CH:10]=[CH:9][C:6]([CH:7]=O)=[CH:5][N:4]=1.[CH3:12][O:13][C:14]1[CH:15]=[C:16]([CH:18]=[CH:19][CH:20]=1)[NH2:17], predict the reaction product. (5) Given the reactants [CH3:1][O:2][C:3]1[N:8]=[CH:7][C:6]([NH2:9])=[CH:5][CH:4]=1.C[Si]([N-][Si](C)(C)C)(C)C.[Li+].[CH:20]1([CH2:23][C:24]2[C:29]([C:30]3[CH:35]=[CH:34][N:33]=[C:32](S(C)=O)[N:31]=3)=[CH:28][N:27]=[C:26]([NH:39][CH3:40])[N:25]=2)[CH2:22][CH2:21]1, predict the reaction product. The product is: [CH:20]1([CH2:23][C:24]2[C:29]([C:30]3[CH:35]=[CH:34][N:33]=[C:32]([NH:9][C:6]4[CH:7]=[N:8][C:3]([O:2][CH3:1])=[CH:4][CH:5]=4)[N:31]=3)=[CH:28][N:27]=[C:26]([NH:39][CH3:40])[N:25]=2)[CH2:21][CH2:22]1. (6) Given the reactants Br[CH:2]([C:18]1[CH:23]=[CH:22][CH:21]=[CH:20][CH:19]=1)[C:3]([C:5]1[C:13]2[C:8](=[CH:9][CH:10]=[C:11]([CH2:14][CH2:15][CH2:16][OH:17])[CH:12]=2)[NH:7][CH:6]=1)=[O:4].[CH3:24][O:25][C:26]1[CH:27]=[C:28]([CH:30]=[C:31]([O:33][CH3:34])[CH:32]=1)[NH2:29].C(N(CC)CC)C.Cl, predict the reaction product. The product is: [CH3:34][O:33][C:31]1[CH:30]=[C:28]([NH:29][CH:2]([C:18]2[CH:23]=[CH:22][CH:21]=[CH:20][CH:19]=2)[C:3]([C:5]2[C:13]3[C:8](=[CH:9][CH:10]=[C:11]([CH2:14][CH2:15][CH2:16][OH:17])[CH:12]=3)[NH:7][CH:6]=2)=[O:4])[CH:27]=[C:26]([O:25][CH3:24])[CH:32]=1. (7) Given the reactants [CH3:1][N:2]1[CH:6]=[C:5]([C:7]2[C:15]3[C:10](=[N:11][CH:12]=[C:13]([CH2:16][CH2:17][CH2:18][CH2:19][OH:20])[CH:14]=3)[N:9](S(C3C=CC=CC=3)(=O)=O)[CH:8]=2)[CH:4]=[N:3]1.[OH-].[Na+], predict the reaction product. The product is: [CH3:1][N:2]1[CH:6]=[C:5]([C:7]2[C:15]3[C:10](=[N:11][CH:12]=[C:13]([CH2:16][CH2:17][CH2:18][CH2:19][OH:20])[CH:14]=3)[NH:9][CH:8]=2)[CH:4]=[N:3]1. (8) Given the reactants [NH2:1][C:2]1[CH:3]=[C:4]([NH:8][C:9](=[O:21])[C:10]2[CH:15]=[CH:14][CH:13]=[C:12]([C:16]([C:19]#[N:20])([CH3:18])[CH3:17])[CH:11]=2)[CH:5]=[CH:6][CH:7]=1.[CH:22](O)=[O:23].C(OC(=O)C)(=O)C.C(=O)([O-])O.[Na+], predict the reaction product. The product is: [C:19]([C:16]([C:12]1[CH:11]=[C:10]([CH:15]=[CH:14][CH:13]=1)[C:9]([NH:8][C:4]1[CH:5]=[CH:6][CH:7]=[C:2]([NH:1][CH:22]=[O:23])[CH:3]=1)=[O:21])([CH3:18])[CH3:17])#[N:20]. (9) Given the reactants [Cl:1][C:2]1[CH:3]=[C:4]([C:8]2[CH:9]=[C:10]([CH:16]([C:18]3[CH:23]=[CH:22][C:21]([F:24])=[CH:20][CH:19]=3)O)[CH:11]=[N:12][C:13]=2[O:14][CH3:15])[CH:5]=[CH:6][CH:7]=1.COCCN(S(F)(F)[F:35])CCOC, predict the reaction product. The product is: [Cl:1][C:2]1[CH:3]=[C:4]([C:8]2[C:13]([O:14][CH3:15])=[N:12][CH:11]=[C:10]([CH:16]([F:35])[C:18]3[CH:23]=[CH:22][C:21]([F:24])=[CH:20][CH:19]=3)[CH:9]=2)[CH:5]=[CH:6][CH:7]=1.